Dataset: Forward reaction prediction with 1.9M reactions from USPTO patents (1976-2016). Task: Predict the product of the given reaction. (1) Given the reactants [F:1][C:2]1[C:3](B(O)O)=[N:4][CH:5]=[CH:6][CH:7]=1.C(O)C.C([O-])([O-])=O.[K+].[K+].Br[C:21]1[S:22][C:23]([N:26]([C:34]([O:36][C:37]([CH3:40])([CH3:39])[CH3:38])=[O:35])[C:27]([O:29][C:30]([CH3:33])([CH3:32])[CH3:31])=[O:28])=[CH:24][N:25]=1, predict the reaction product. The product is: [F:1][C:2]1[CH:7]=[C:6]([C:21]2[S:22][C:23]([N:26]([C:27]([O:29][C:30]([CH3:33])([CH3:32])[CH3:31])=[O:28])[C:34]([O:36][C:37]([CH3:38])([CH3:39])[CH3:40])=[O:35])=[CH:24][N:25]=2)[CH:5]=[N:4][CH:3]=1. (2) Given the reactants [CH3:1][S:2]([C:5]1[CH:10]=[CH:9][C:8]([N:11]2[C:15]([C:16]3[CH:21]=[CH:20][C:19](Br)=[CH:18][CH:17]=3)=[CH:14][C:13]([C:23]([F:26])([F:25])[F:24])=[N:12]2)=[CH:7][CH:6]=1)(=[O:4])=[O:3].[O:27]1[CH:31]=[CH:30][C:29](B(O)O)=[CH:28]1.S1C=CC(B(O)O)=C1, predict the reaction product. The product is: [CH3:1][S:2]([C:5]1[CH:10]=[CH:9][C:8]([N:11]2[C:15]([C:16]3[CH:21]=[CH:20][C:19]([C:29]4[CH:30]=[CH:31][O:27][CH:28]=4)=[CH:18][CH:17]=3)=[CH:14][C:13]([C:23]([F:26])([F:25])[F:24])=[N:12]2)=[CH:7][CH:6]=1)(=[O:4])=[O:3].